Dataset: Reaction yield outcomes from USPTO patents with 853,638 reactions. Task: Predict the reaction yield, written as a fraction of the theoretical maximum amount of product (1.0 means a 100% yield; for example, 0.34 means a 34% yield). (1) The reactants are C(Cl)(=O)C.C(OC([N:12]1[CH2:17][CH2:16][CH2:15][CH:14]([O:18][C:19]2[CH:38]=[CH:37][C:22]3[C:23]4[N:27]([CH2:28][CH2:29][O:30][C:21]=3[CH:20]=2)[CH:26]=[C:25]([C:31]2[CH:36]=[CH:35][CH:34]=[CH:33][N:32]=2)[N:24]=4)[CH2:13]1)=O)(C)(C)C. The catalyst is CO. The product is [NH:12]1[CH2:17][CH2:16][CH2:15][CH:14]([O:18][C:19]2[CH:38]=[CH:37][C:22]3[C:23]4[N:27]([CH2:28][CH2:29][O:30][C:21]=3[CH:20]=2)[CH:26]=[C:25]([C:31]2[CH:36]=[CH:35][CH:34]=[CH:33][N:32]=2)[N:24]=4)[CH2:13]1. The yield is 0.0600. (2) The reactants are [CH3:1][CH:2]([C:4]1[CH:10]=[CH:9][CH:8]=[CH:7][C:5]=1[NH2:6])[CH3:3].P(=O)(O)(O)O.[N+]([O-])(O)=O.[N:20]([O-])=O.[Na+].C([O-])(=O)C.[K+].[C:29]([CH2:32][C:33](=[O:35])[CH3:34])(=[O:31])[CH3:30]. The catalyst is O.C(O)C. The product is [CH3:1][CH:2]([C:4]1[CH:10]=[CH:9][CH:8]=[CH:7][C:5]=1[NH:6][N:20]=[C:32]([C:33](=[O:35])[CH3:34])[C:29](=[O:31])[CH3:30])[CH3:3]. The yield is 0.270.